Dataset: Forward reaction prediction with 1.9M reactions from USPTO patents (1976-2016). Task: Predict the product of the given reaction. (1) Given the reactants [Br:1][C:2]1[C:3]([N:12]2[CH2:17][CH2:16][N:15]([CH2:18][C:19]3[CH:24]=[CH:23][C:22]([F:25])=[CH:21][CH:20]=3)[CH2:14][CH2:13]2)=[C:4]([N+:9]([O-])=O)[C:5]([NH2:8])=[N:6][CH:7]=1.[O:26]1[CH2:31][CH2:30][N:29]([CH2:32][C:33]2[CH:40]=[CH:39][C:36]([CH:37]=O)=[CH:35][CH:34]=2)[CH2:28][CH2:27]1.[O-]S(S([O-])=O)=O.[Na+].[Na+], predict the reaction product. The product is: [Br:1][C:2]1[C:3]([N:12]2[CH2:17][CH2:16][N:15]([CH2:18][C:19]3[CH:24]=[CH:23][C:22]([F:25])=[CH:21][CH:20]=3)[CH2:14][CH2:13]2)=[C:4]2[N:9]=[C:37]([C:36]3[CH:35]=[CH:34][C:33]([CH2:32][N:29]4[CH2:30][CH2:31][O:26][CH2:27][CH2:28]4)=[CH:40][CH:39]=3)[NH:8][C:5]2=[N:6][CH:7]=1. (2) Given the reactants [CH3:1][O:2][C:3]1[C:8]([O:9][CH3:10])=[CH:7][CH:6]=[CH:5][C:4]=1[OH:11].F[C:13]1[CH:18]=[CH:17][CH:16]=[CH:15][C:14]=1[N+:19]([O-:21])=[O:20].[CH3:22][O:23][C:24]1[C:37]([O:38][CH3:39])=[CH:36][CH:35]=[CH:34][C:25]=1[O:26][C:27]1[CH:33]=[CH:32][CH:31]=[CH:30][C:28]=1[NH2:29].[NH2:40][C:41]1[S:42][CH:43]=[CH:44][N:45]=1, predict the reaction product. The product is: [CH3:1][O:2][C:3]1[C:8]([O:9][CH3:10])=[CH:7][CH:6]=[CH:5][C:4]=1[O:11][C:13]1[CH:18]=[CH:17][CH:16]=[CH:15][C:14]=1[N+:19]([O-:21])=[O:20].[CH3:22][O:23][C:24]1[C:37]([O:38][CH3:39])=[CH:36][CH:35]=[CH:34][C:25]=1[O:26][C:27]1[CH:33]=[CH:32][CH:31]=[CH:30][C:28]=1[NH:29][C:4]([NH:40][C:41]1[S:42][CH:43]=[CH:44][N:45]=1)=[O:11]. (3) The product is: [CH:25]1([C:9]2[N:5]3[CH:6]=[CH:7][N:8]=[C:3]([NH2:1])[C:4]3=[C:11]([C:12]3[CH:17]=[CH:16][C:15]([O:18][C:19]4[CH:24]=[CH:23][CH:22]=[CH:21][CH:20]=4)=[CH:14][CH:13]=3)[N:10]=2)[CH2:30][CH2:29][CH2:28][CH2:27][CH2:26]1. Given the reactants [NH3:1].Cl[C:3]1[C:4]2[N:5]([C:9]([CH:25]3[CH2:30][CH2:29][CH2:28][CH2:27][CH2:26]3)=[N:10][C:11]=2[C:12]2[CH:17]=[CH:16][C:15]([O:18][C:19]3[CH:24]=[CH:23][CH:22]=[CH:21][CH:20]=3)=[CH:14][CH:13]=2)[CH:6]=[CH:7][N:8]=1, predict the reaction product. (4) The product is: [NH2:1][C:2]1[S:3][C:4]([C:13]#[CH:14])=[C:5]([C:7]([O:9][CH2:10][CH3:11])=[O:8])[N:6]=1. Given the reactants [NH2:1][C:2]1[S:3][C:4](I)=[C:5]([C:7]([O:9][CH2:10][CH3:11])=[O:8])[N:6]=1.[CH2:13]([Sn](CCCC)(CCCC)C#C)[CH2:14]CC.O1C=CC=C1P(C1OC=CC=1)C1OC=CC=1.C(OCC)(=O)C, predict the reaction product.